This data is from Reaction yield outcomes from USPTO patents with 853,638 reactions. The task is: Predict the reaction yield, written as a fraction of the theoretical maximum amount of product (1.0 means a 100% yield; for example, 0.34 means a 34% yield). (1) The reactants are [OH:1][C:2]1[CH:9]=[C:8]2[C:5]([CH2:6][C:7]2([CH2:12][CH2:13][CH2:14][O:15][CH:16]2[CH2:21][CH2:20][CH2:19][CH2:18][O:17]2)[C:10]#[N:11])=[CH:4][C:3]=1[O:22][CH3:23].CCN(CC)CC.[Si:31](OS(C(F)(F)F)(=O)=O)([CH:38]([CH3:40])[CH3:39])([CH:35]([CH3:37])[CH3:36])[CH:32]([CH3:34])[CH3:33]. The catalyst is C(Cl)Cl. The product is [O:17]1[CH2:18][CH2:19][CH2:20][CH2:21][CH:16]1[O:15][CH2:14][CH2:13][CH2:12][C:7]1([C:10]#[N:11])[CH2:6][C:5]2[C:8]1=[CH:9][C:2]([O:1][Si:31]([CH:38]([CH3:40])[CH3:39])([CH:35]([CH3:37])[CH3:36])[CH:32]([CH3:34])[CH3:33])=[C:3]([O:22][CH3:23])[CH:4]=2. The yield is 0.910. (2) The reactants are CC(C)([O-])C.[K+].[OH:7][CH:8]1[CH2:13][CH2:12][N:11]([C:14]([O:16][C:17]([CH3:20])([CH3:19])[CH3:18])=[O:15])[CH2:10][CH2:9]1.Cl[C:22]1[N:23]=[N:24][C:25]([C:28]2[CH:33]=[CH:32][C:31]([N:34]3[CH:38]=[CH:37][CH:36]=[N:35]3)=[CH:30][C:29]=2[O:39][CH3:40])=[CH:26][CH:27]=1. The catalyst is C1COCC1. The product is [CH3:40][O:39][C:29]1[CH:30]=[C:31]([N:34]2[CH:38]=[CH:37][CH:36]=[N:35]2)[CH:32]=[CH:33][C:28]=1[C:25]1[N:24]=[N:23][C:22]([O:7][CH:8]2[CH2:9][CH2:10][N:11]([C:14]([O:16][C:17]([CH3:20])([CH3:19])[CH3:18])=[O:15])[CH2:12][CH2:13]2)=[CH:27][CH:26]=1. The yield is 0.890. (3) The reactants are [CH3:1][C:2]1[CH:3]=[C:4]([CH:8]=[CH:9][C:10]=1[C:11]([N:13]1[CH2:17][CH2:16][CH2:15][CH2:14]1)=[O:12])[C:5]([OH:7])=O.CN(C(ON1N=NC2C=CC=CC1=2)=[N+](C)C)C.[B-](F)(F)(F)F.C(N(C(C)C)CC)(C)C.[Cl:49][C:50]1[CH:63]=[CH:62][C:53]2[NH:54][C:55]([C@@H:57]([NH2:61])[CH2:58][O:59][CH3:60])=[N:56][C:52]=2[CH:51]=1.ClCl. The catalyst is CN(C)C=O.ClCCl.CO. The product is [Cl:49][C:50]1[CH:63]=[CH:62][C:53]2[NH:54][C:55]([C@@H:57]([NH:61][C:5](=[O:7])[C:4]3[CH:8]=[CH:9][C:10]([C:11]([N:13]4[CH2:17][CH2:16][CH2:15][CH2:14]4)=[O:12])=[C:2]([CH3:1])[CH:3]=3)[CH2:58][O:59][CH3:60])=[N:56][C:52]=2[CH:51]=1. The yield is 0.950. (4) The reactants are Br[C:2]1[C:8]([C:9]([F:12])([F:11])[F:10])=[CH:7][C:5]([NH2:6])=[CH:4][C:3]=1[Cl:13].[CH3:14][N:15]1[CH2:20][CH2:19][N:18]([S:21]([C:24]2[CH:29]=[CH:28][C:27](B3OC(C)(C)C(C)(C)O3)=[CH:26][CH:25]=2)(=[O:23])=[O:22])[CH2:17][CH2:16]1.C(=O)([O-])[O-].[Na+].[Na+].O. The catalyst is C(COC)OC.C(OCC)(=O)C.C1C=CC(P(C2C=CC=CC=2)C2C=CC=CC=2)=CC=1.C1C=CC(P(C2C=CC=CC=2)C2C=CC=CC=2)=CC=1.Cl[Pd]Cl. The product is [Cl:13][C:3]1[CH:4]=[C:5]([NH2:6])[CH:7]=[C:8]([C:9]([F:12])([F:11])[F:10])[C:2]=1[C:27]1[CH:28]=[CH:29][C:24]([S:21]([N:18]2[CH2:19][CH2:20][N:15]([CH3:14])[CH2:16][CH2:17]2)(=[O:22])=[O:23])=[CH:25][CH:26]=1. The yield is 0.410. (5) The reactants are [Br:1][C:2]1[CH:3]=[C:4]2[C:9](=[CH:10][CH:11]=1)[N:8]=[CH:7][N:6]=[C:5]2Cl.[CH3:13][C:14]1[CH:30]=[CH:29][C:28](B2OC(C)(C)C(C)(C)O2)=[CH:27][C:15]=1[C:16]([N:18]1[CH2:23][CH2:22][N:21]([C:24](=[O:26])[CH3:25])[CH2:20][CH2:19]1)=[O:17].[O-]P([O-])([O-])=O.[K+].[K+].[K+]. The catalyst is Cl[Pd](Cl)([P](C1C=CC=CC=1)(C1C=CC=CC=1)C1C=CC=CC=1)[P](C1C=CC=CC=1)(C1C=CC=CC=1)C1C=CC=CC=1. The product is [Br:1][C:2]1[CH:3]=[C:4]2[C:9](=[CH:10][CH:11]=1)[N:8]=[CH:7][N:6]=[C:5]2[C:28]1[CH:29]=[CH:30][C:14]([CH3:13])=[C:15]([CH:27]=1)[C:16]([N:18]1[CH2:19][CH2:20][N:21]([C:24](=[O:26])[CH3:25])[CH2:22][CH2:23]1)=[O:17]. The yield is 0.490. (6) The product is [OH:10][C:11]1[CH:19]=[CH:18][C:17]([N+:20]([O-:22])=[O:21])=[CH:16][C:12]=1[C:13]([O:15][CH3:2])=[O:14]. The reactants are F[C:2]1C(N)=NC(N)=NC=1.[OH:10][C:11]1[CH:19]=[CH:18][C:17]([N+:20]([O-:22])=[O:21])=[CH:16][C:12]=1[C:13]([OH:15])=[O:14].C(=O)([O-])[O-].[K+].[K+].IC. No catalyst specified. The yield is 0.770.